This data is from Full USPTO retrosynthesis dataset with 1.9M reactions from patents (1976-2016). The task is: Predict the reactants needed to synthesize the given product. (1) The reactants are: [F:1][C:2]([F:50])([C:46]([F:49])([F:48])[F:47])[CH2:3][CH2:4]/[CH:5]=[C:6](\[CH2:12][CH2:13][CH2:14][CH2:15][CH2:16][CH2:17][CH2:18][CH2:19][CH2:20][CH:21]1[C:30]2[C:25](=[CH:26][C:27]([O:31][CH2:32][O:33][CH3:34])=[CH:28][CH:29]=2)[O:24][CH2:23][C:22]1([C:36]1[CH:41]=[CH:40][C:39]([O:42][CH2:43][O:44][CH3:45])=[CH:38][CH:37]=1)[CH3:35])/[C:7]([O:9]CC)=[O:8].N#N.Cl. Given the product [F:50][C:2]([F:1])([C:46]([F:47])([F:48])[F:49])[CH2:3][CH2:4]/[CH:5]=[C:6](\[CH2:12][CH2:13][CH2:14][CH2:15][CH2:16][CH2:17][CH2:18][CH2:19][CH2:20][CH:21]1[C:30]2[C:25](=[CH:26][C:27]([O:31][CH2:32][O:33][CH3:34])=[CH:28][CH:29]=2)[O:24][CH2:23][C:22]1([C:36]1[CH:37]=[CH:38][C:39]([O:42][CH2:43][O:44][CH3:45])=[CH:40][CH:41]=1)[CH3:35])/[C:7]([OH:9])=[O:8], predict the reactants needed to synthesize it. (2) Given the product [CH2:1]([C:2]([C:3]([F:4])([F:5])[F:6])=[O:7])[C:9]([C:10]([F:11])([F:13])[F:12])=[O:14], predict the reactants needed to synthesize it. The reactants are: [CH2:1]([C:9](O)([OH:14])[C:10]([F:13])([F:12])[F:11])[C:2](O)([OH:7])[C:3]([F:6])([F:5])[F:4].S(=O)(=O)(O)O. (3) Given the product [CH:1]1([CH:7]([NH:20][C:21]2[CH:29]=[CH:28][C:24]([C:25]([N:31]([CH3:30])[CH2:32][CH2:33][C:34]([OH:36])=[O:35])=[O:26])=[CH:23][CH:22]=2)[C:8]2[CH:12]=[C:11]([C:13]3[CH:14]=[CH:15][N:16]=[CH:17][CH:18]=3)[O:10][C:9]=2[CH3:19])[CH2:6][CH2:5][CH2:4][CH2:3][CH2:2]1, predict the reactants needed to synthesize it. The reactants are: [CH:1]1([CH:7]([NH:20][C:21]2[CH:29]=[CH:28][C:24]([C:25](O)=[O:26])=[CH:23][CH:22]=2)[C:8]2[CH:12]=[C:11]([C:13]3[CH:18]=[CH:17][N:16]=[CH:15][CH:14]=3)[O:10][C:9]=2[CH3:19])[CH2:6][CH2:5][CH2:4][CH2:3][CH2:2]1.[CH3:30][NH:31][CH2:32][CH2:33][C:34]([O:36]CC)=[O:35].Cl.C(N=C=NCCCN(C)C)C.O.OC1C2N=NNC=2C=CC=1. (4) Given the product [OH:49][CH2:2][CH2:1][C:3]1[CH:4]=[C:5]([C:13]([O:15][CH3:16])=[O:14])[C:6]2[C:11]([CH:12]=1)=[CH:10][CH:9]=[CH:8][CH:7]=2, predict the reactants needed to synthesize it. The reactants are: [CH:1]([C:3]1[CH:4]=[C:5]([C:13]([O:15][CH3:16])=[O:14])[C:6]2[C:11]([CH:12]=1)=[CH:10][CH:9]=[CH:8][CH:7]=2)=[CH2:2].C1C=CC(P(C2C=CC=CC=2)CCCCP(C2C=CC=CC=2)C2C=CC=CC=2)=CC=1.CC1(C)C(C)(C)OB[O:49]1.B(O[O-])=O.[Na+]. (5) Given the product [S:52]1[CH:53]=[C:49]([N:43]2[C:40]3=[N:41][CH:42]=[CH:37][CH:38]=[C:39]3[C:45]([C:46]([OH:48])=[O:47])=[CH:44]2)[N:50]=[CH:51]1, predict the reactants needed to synthesize it. The reactants are: S1C(N2C3=NC=CC=C3C(C(O)=O)=C2)=CN=C1.FC1C=C2C(C(O)=O)=CN(C3SC=CN=3)C2=NC=1.F[C:37]1[CH:38]=[C:39]2[C:45]([C:46]([OH:48])=[O:47])=[CH:44][N:43]([C:49]3[N:50]=[CH:51][S:52][CH:53]=3)[C:40]2=[N:41][CH:42]=1.FC1C=C2C(C(O)=O)=CN(C3SC=NC=3)C2=NC=1.S1C(N2C3C(=CC=CC=3)C(C(O)=O)=N2)=CN=C1. (6) Given the product [CH3:1][O:2][C:3]1[CH:4]=[C:5]([CH2:6][OH:23])[CH:15]=[C:16]([O:20][CH3:21])[C:17]=1[O:18][CH3:19], predict the reactants needed to synthesize it. The reactants are: [CH3:1][O:2][C:3]1[CH:4]=[C:5]([CH:15]=[C:16]([O:20][CH3:21])[C:17]=1[O:18][CH3:19])/[CH:6]=C\C1C=C(C=CC=1)N.C[O:23]C1C=CC(C=O)=C(OC)C=1OC.[BH4-].[Na+].